Dataset: Forward reaction prediction with 1.9M reactions from USPTO patents (1976-2016). Task: Predict the product of the given reaction. Given the reactants [CH3:1][O:2][CH2:3][C@@H:4]1[NH:10][CH2:9][C:8]2[CH:11]=[CH:12][C:13]([C:15]([O:17][CH3:18])=[O:16])=[CH:14][C:7]=2[O:6][CH2:5]1.[BH-](OC(C)=O)(OC(C)=O)O[C:21](C)=O.[Na+], predict the reaction product. The product is: [CH3:1][O:2][CH2:3][C@@H:4]1[N:10]([CH3:21])[CH2:9][C:8]2[CH:11]=[CH:12][C:13]([C:15]([O:17][CH3:18])=[O:16])=[CH:14][C:7]=2[O:6][CH2:5]1.